From a dataset of Catalyst prediction with 721,799 reactions and 888 catalyst types from USPTO. Predict which catalyst facilitates the given reaction. (1) Reactant: [NH2:1][C:2]1[C:3](=[O:8])[NH:4][CH:5]=[CH:6][CH:7]=1.[Cl:9][C:10]1[N:15]=[C:14](Cl)[C:13]([Cl:17])=[CH:12][N:11]=1.C([O-])(O)=O.[Na+]. Product: [Cl:9][C:10]1[N:15]=[C:14]([NH:1][C:2]2[C:3](=[O:8])[NH:4][CH:5]=[CH:6][CH:7]=2)[C:13]([Cl:17])=[CH:12][N:11]=1. The catalyst class is: 24. (2) Reactant: [C:9](O[C:9]([O:11][C:12]([CH3:15])([CH3:14])[CH3:13])=[O:10])([O:11][C:12]([CH3:15])([CH3:14])[CH3:13])=[O:10].[CH2:16]([C:23]1[CH:48]=[CH:47][CH:46]=[CH:45][C:24]=1[O:25][CH2:26][CH2:27][NH:28][CH2:29][CH2:30][NH:31][S:32]([C:35]1[C:36]2[CH:37]=[CH:38][N:39]=[CH:40][C:41]=2[CH:42]=[CH:43][CH:44]=1)(=[O:34])=[O:33])[C:17]1[CH:22]=[CH:21][CH:20]=[CH:19][CH:18]=1. Product: [C:12]([O:11][C:9](=[O:10])[N:28]([CH2:27][CH2:26][O:25][C:24]1[CH:45]=[CH:46][CH:47]=[CH:48][C:23]=1[CH2:16][C:17]1[CH:18]=[CH:19][CH:20]=[CH:21][CH:22]=1)[CH2:29][CH2:30][NH:31][S:32]([C:35]1[C:36]2[CH:37]=[CH:38][N:39]=[CH:40][C:41]=2[CH:42]=[CH:43][CH:44]=1)(=[O:33])=[O:34])([CH3:13])([CH3:14])[CH3:15]. The catalyst class is: 2. (3) Reactant: Cl[C:2]1[C:3](Br)=[C:4]2[C:9](=[CH:10][CH:11]=1)[N:8]=[C:7]([C@@H:12]([NH:16][C:17](=[O:23])[O:18][C:19]([CH3:22])([CH3:21])[CH3:20])[CH:13]1[CH2:15][CH2:14]1)[N:6]([C:24]1[CH:29]=[CH:28][CH:27]=[CH:26][CH:25]=1)[C:5]2=[O:30].[CH3:32][N:33]1C(=O)CCC1. Product: [C:32]([C:3]1[CH:2]=[CH:11][CH:10]=[C:9]2[C:4]=1[C:5](=[O:30])[N:6]([C:24]1[CH:29]=[CH:28][CH:27]=[CH:26][CH:25]=1)[C:7]([C@@H:12]([NH:16][C:17](=[O:23])[O:18][C:19]([CH3:22])([CH3:20])[CH3:21])[CH:13]1[CH2:15][CH2:14]1)=[N:8]2)#[N:33]. The catalyst class is: 507. (4) Reactant: [Br:1][C:2]1[C:3]([F:12])=[C:4]2[C:10]([NH2:11])=[CH:9][NH:8][C:5]2=[N:6][CH:7]=1.[CH3:13][O:14][C:15]1[CH:29]=[CH:28][C:18]([CH2:19][N:20]2[CH:24]=[C:23]([C:25](O)=[O:26])[CH:22]=[N:21]2)=[CH:17][CH:16]=1.C1N(P(Cl)(N2C(=O)OCC2)=O)C(=O)OC1.C(N(CC)CC)C. Product: [Br:1][C:2]1[C:3]([F:12])=[C:4]2[C:10]([NH:11][C:25]([C:23]3[CH:22]=[N:21][N:20]([CH2:19][C:18]4[CH:28]=[CH:29][C:15]([O:14][CH3:13])=[CH:16][CH:17]=4)[CH:24]=3)=[O:26])=[CH:9][NH:8][C:5]2=[N:6][CH:7]=1. The catalyst class is: 2. (5) Reactant: FC(F)(F)C(O)=O.[NH2:8][CH:9]([CH:12]1[CH2:15][CH:14]([O:16][CH2:17][C:18]2[CH:23]=[CH:22][CH:21]=[CH:20][CH:19]=2)[CH2:13]1)[CH2:10][OH:11].C(N(CC)CC)C.[Cl:31][CH:32]([CH3:36])[C:33](Cl)=[O:34]. Product: [CH2:17]([O:16][CH:14]1[CH2:15][CH:12]([CH:9]([NH:8][C:33](=[O:34])[CH:32]([Cl:31])[CH3:36])[CH2:10][OH:11])[CH2:13]1)[C:18]1[CH:19]=[CH:20][CH:21]=[CH:22][CH:23]=1. The catalyst class is: 32. (6) Reactant: [C:1](#[N:5])[CH2:2][CH2:3][CH3:4].[ClH:6].N=O.[CH2:9]([NH2:16])[C:10]1[CH:15]=[CH:14][CH:13]=[CH:12][CH:11]=1. Product: [ClH:6].[CH2:9]([NH:16][C:1](=[NH:5])[CH2:2][CH2:3][CH3:4])[C:10]1[CH:15]=[CH:14][CH:13]=[CH:12][CH:11]=1. The catalyst class is: 14. (7) Reactant: [CH3:1][C:2]([O:5][C:6]([N:8]([C:26]([O:28][C:29]([CH3:32])([CH3:31])[CH3:30])=[O:27])[N:9]([C:17]1[C:22]([F:23])=[C:21](Cl)[N:20]=[C:19]([Cl:25])[N:18]=1)[C:10]([O:12][C:13]([CH3:16])([CH3:15])[CH3:14])=[O:11])=[O:7])([CH3:4])[CH3:3].C(N(CC)CC)C.[S:40]1[CH:44]=[CH:43][C:42]([CH2:45][NH2:46])=[CH:41]1. Product: [CH3:4][C:2]([O:5][C:6]([N:8]([C:26]([O:28][C:29]([CH3:32])([CH3:31])[CH3:30])=[O:27])[N:9]([C:17]1[C:22]([F:23])=[C:21]([NH:46][CH2:45][C:42]2[CH:43]=[CH:44][S:40][CH:41]=2)[N:20]=[C:19]([Cl:25])[N:18]=1)[C:10]([O:12][C:13]([CH3:14])([CH3:15])[CH3:16])=[O:11])=[O:7])([CH3:1])[CH3:3]. The catalyst class is: 20. (8) Reactant: [CH2:1]([O:3][C:4](=[O:36])[O:5][C:6]1[C:17]2[C:16](=[O:18])[N:15]([CH2:19][C:20]3[CH:25]=[CH:24][C:23]([F:26])=[CH:22][CH:21]=3)[C:14](=[O:27])[C:13]=2[C:12]([OH:28])=[C:11]2[C:7]=1[N:8]([CH2:29][C:30]1[CH:35]=[CH:34][CH:33]=[CH:32][CH:31]=1)[CH:9]=[N:10]2)[CH3:2].[C:37]1([C:43]([C:46]2[CH:51]=[CH:50][CH:49]=[CH:48][CH:47]=2)=[N+]=[N-])[CH:42]=[CH:41][CH:40]=[CH:39][CH:38]=1. Product: [CH2:1]([O:3][C:4](=[O:36])[O:5][C:6]1[C:17]2[C:16](=[O:18])[N:15]([CH2:19][C:20]3[CH:21]=[CH:22][C:23]([F:26])=[CH:24][CH:25]=3)[C:14](=[O:27])[C:13]=2[C:12]([O:28][CH:43]([C:37]2[CH:42]=[CH:41][CH:40]=[CH:39][CH:38]=2)[C:46]2[CH:51]=[CH:50][CH:49]=[CH:48][CH:47]=2)=[C:11]2[C:7]=1[N:8]([CH2:29][C:30]1[CH:31]=[CH:32][CH:33]=[CH:34][CH:35]=1)[CH:9]=[N:10]2)[CH3:2]. The catalyst class is: 26. (9) Reactant: C(OC(=O)[NH:7][CH2:8][CH2:9][C:10](=[O:13])[NH:11][CH3:12])(C)(C)C.[F:15][C:16]([F:21])([F:20])[C:17]([OH:19])=[O:18]. Product: [NH2:7][CH2:8][CH2:9][C:10]([NH:11][CH3:12])=[O:13].[C:17]([OH:19])([C:16]([F:21])([F:20])[F:15])=[O:18]. The catalyst class is: 4.